Dataset: Forward reaction prediction with 1.9M reactions from USPTO patents (1976-2016). Task: Predict the product of the given reaction. (1) Given the reactants Cl[C:2]1[N:3]=[CH:4][C:5]([C:8]([O:10][CH3:11])=[O:9])=[N:6][CH:7]=1.[O-:12][CH2:13][CH3:14].[Na+].O.[CH2:17](O)C, predict the reaction product. The product is: [CH2:13]([O:12][C:2]1[N:3]=[CH:4][C:5]([C:8]([O:10][CH2:11][CH3:17])=[O:9])=[N:6][CH:7]=1)[CH3:14]. (2) Given the reactants [F:1][C:2]1[CH:7]=[CH:6][C:5]([C:8]2([C:12]3[CH:17]=[CH:16][C:15]([F:18])=[CH:14][CH:13]=3)[CH:10]([CH3:11])[NH:9]2)=[CH:4][CH:3]=1.[N-:19]=[N+:20]=[N-:21].[Na+].[Cl-].[NH4+], predict the reaction product. The product is: [F:1][C:2]1[CH:7]=[CH:6][C:5]([C:8]([C:12]2[CH:17]=[CH:16][C:15]([F:18])=[CH:14][CH:13]=2)([NH2:19])[CH:10]([NH2:9])[CH3:11])=[CH:4][CH:3]=1.[N:19]([C:8]([C:12]1[CH:17]=[CH:16][C:15]([F:18])=[CH:14][CH:13]=1)([C:5]1[CH:6]=[CH:7][C:2]([F:1])=[CH:3][CH:4]=1)[CH:10]([NH2:9])[CH3:11])=[N+:20]=[N-:21]. (3) Given the reactants CC(O)=O.[CH3:5][C:6]1[CH:11]=[CH:10][C:9]([S:12]([N:15]2[C@H:21]([CH:22]=O)[CH2:20][C@@H:19]3[C@@H:17]([CH2:18]3)[CH2:16]2)(=[O:14])=[O:13])=[CH:8][CH:7]=1.[F:24][C:25]([F:34])([F:33])[C:26]1[CH:27]=[CH:28][C:29]([NH2:32])=[N:30][CH:31]=1.C(O[BH-](OC(=O)C)OC(=O)C)(=O)C.[Na+], predict the reaction product. The product is: [CH3:5][C:6]1[CH:11]=[CH:10][C:9]([S:12]([N:15]2[C@H:21](/[CH:22]=[N:32]/[C:29]3[CH:28]=[CH:27][C:26]([C:25]([F:33])([F:24])[F:34])=[CH:31][N:30]=3)[CH2:20][C@@H:19]3[C@@H:17]([CH2:18]3)[CH2:16]2)(=[O:14])=[O:13])=[CH:8][CH:7]=1. (4) Given the reactants [CH3:1][O:2][C:3]([C:5]1[S:6][C:7]([C:23]#[C:24][C:25]([CH3:28])([CH3:27])[CH3:26])=[CH:8][C:9]=1[N:10]1[C:15](=[O:16])[CH2:14][CH2:13][CH2:12][C@H:11]1[CH:17]1[CH2:22][CH2:21][CH2:20][CH2:19][CH2:18]1)=[O:4].C[Si]([N-][Si](C)(C)C)(C)C.[Na+].CC1(C)[C@@]23C4(ON4S(=O)(=[O:47])C2)C[C@H]1CC3, predict the reaction product. The product is: [CH3:1][O:2][C:3]([C:5]1[S:6][C:7]([C:23]#[C:24][C:25]([CH3:28])([CH3:27])[CH3:26])=[CH:8][C:9]=1[N:10]1[C@H:11]([CH:17]2[CH2:22][CH2:21][CH2:20][CH2:19][CH2:18]2)[CH2:12][CH2:13][C@H:14]([OH:47])[C:15]1=[O:16])=[O:4]. (5) Given the reactants [NH2:1][C@H:2]1[C:11]2[C:6](=[CH:7][CH:8]=[C:9]([C:12]3[CH:13]=[N:14][N:15]([CH3:17])[CH:16]=3)[CH:10]=2)[N:5]([C:18](=[O:20])[CH3:19])[C@@H:4]([CH:21]2[CH2:23][CH2:22]2)[C@@H:3]1[CH3:24].Br[C:26]1[CH:31]=[CH:30][CH:29]=[CH:28][CH:27]=1.CN(C1C(C2C(P(C3CCCCC3)C3CCCCC3)=CC=CC=2)=CC=CC=1)C.CC(C)([O-])C.[Na+], predict the reaction product. The product is: [CH:21]1([C@H:4]2[C@H:3]([CH3:24])[C@@H:2]([NH:1][C:26]3[CH:31]=[CH:30][CH:29]=[CH:28][CH:27]=3)[C:11]3[C:6](=[CH:7][CH:8]=[C:9]([C:12]4[CH:13]=[N:14][N:15]([CH3:17])[CH:16]=4)[CH:10]=3)[N:5]2[C:18](=[O:20])[CH3:19])[CH2:23][CH2:22]1. (6) The product is: [CH2:1]([O:7][C:11]1[N:16]=[C:15]([C:17]2[CH:22]=[CH:21][CH:20]=[CH:19][CH:18]=2)[C:14]([C:23]2[CH:24]=[CH:25][CH:26]=[CH:27][CH:28]=2)=[CH:13][N:12]=1)[CH2:2][CH2:3][CH2:4][CH:5]=[CH2:6]. Given the reactants [CH2:1]([OH:7])[CH2:2][CH2:3][CH2:4][CH:5]=[CH2:6].[H-].[Na+].Cl[C:11]1[N:16]=[C:15]([C:17]2[CH:22]=[CH:21][CH:20]=[CH:19][CH:18]=2)[C:14]([C:23]2[CH:28]=[CH:27][CH:26]=[CH:25][CH:24]=2)=[CH:13][N:12]=1, predict the reaction product. (7) The product is: [Br:1][C:2]1[CH:3]=[CH:4][C:5]([CH2:8][CH2:9][CH2:10][OH:11])=[CH:6][CH:7]=1. Given the reactants [Br:1][C:2]1[CH:7]=[CH:6][C:5]([CH2:8][CH2:9][C:10](O)=[O:11])=[CH:4][CH:3]=1.[H-].[Al+3].[Li+].[H-].[H-].[H-].C(=O)([O-])O.[Na+], predict the reaction product.